This data is from Forward reaction prediction with 1.9M reactions from USPTO patents (1976-2016). The task is: Predict the product of the given reaction. (1) Given the reactants P(Cl)(Cl)([Cl:3])=O.[F:6][C:7]1[CH:8]=[C:9]([CH:18]=[CH:19][CH:20]=1)[C:10]([N:12]1[CH2:16][CH2:15][C:14](=O)[NH:13]1)=[O:11], predict the reaction product. The product is: [Cl:3][C:14]1[CH2:15][CH2:16][N:12]([C:10](=[O:11])[C:9]2[CH:18]=[CH:19][CH:20]=[C:7]([F:6])[CH:8]=2)[N:13]=1. (2) The product is: [CH:3]12[CH2:2][CH:7]([CH2:8][CH:9]([C:11]([O:13][CH3:14])=[O:12])[CH2:10]1)[CH2:6][N:5]([C:15]([O:17][C:18]([CH3:21])([CH3:20])[CH3:19])=[O:16])[CH2:4]2. Given the reactants O=[C:2]1[CH:7]2[CH2:8][CH:9]([C:11]([O:13][CH3:14])=[O:12])[CH2:10][CH:3]1[CH2:4][N:5]([C:15]([O:17][C:18]([CH3:21])([CH3:20])[CH3:19])=[O:16])[CH2:6]2.C([BH3-])#N.[Na+], predict the reaction product. (3) Given the reactants [NH2:1][CH2:2][C@H:3]1[CH2:6][C@H:5]([N:7]2[C:11]3[N:12]=[CH:13][N:14]=[C:15]([NH2:16])[C:10]=3[C:9]([C:17]3[CH:22]=[CH:21][CH:20]=[C:19]([O:23][CH2:24][C:25]4[CH:30]=[CH:29][CH:28]=[CH:27][CH:26]=4)[CH:18]=3)=[CH:8]2)[CH2:4]1.Cl[C:32]([O:34][CH2:35][CH2:36]Br)=[O:33].[CH2:38]([N:40](CC)[CH2:41][CH3:42])[CH3:39].C(NCC)C, predict the reaction product. The product is: [CH2:38]([N:40]([CH2:41][CH3:42])[CH2:36][CH2:35][O:34][C:32](=[O:33])[NH:1][CH2:2][C@H:3]1[CH2:4][C@H:5]([N:7]2[C:11]3[N:12]=[CH:13][N:14]=[C:15]([NH2:16])[C:10]=3[C:9]([C:17]3[CH:22]=[CH:21][CH:20]=[C:19]([O:23][CH2:24][C:25]4[CH:30]=[CH:29][CH:28]=[CH:27][CH:26]=4)[CH:18]=3)=[CH:8]2)[CH2:6]1)[CH3:39].